From a dataset of Reaction yield outcomes from USPTO patents with 853,638 reactions. Predict the reaction yield, written as a fraction of the theoretical maximum amount of product (1.0 means a 100% yield; for example, 0.34 means a 34% yield). (1) The reactants are C(O[C:4]1[C:13](=[O:14])[C:12]2[C:7](=[CH:8][CH:9]=[CH:10][CH:11]=2)[C:6](=[N:15][S:16]([C:19]2[S:20][CH:21]=[CH:22][CH:23]=2)(=[O:18])=[O:17])[CH:5]=1)C.ClC1C(=O)C2C(=CC=CC=2)/C(=N/[S:37](C2SC=CC=2)(=[O:39])=[O:38])/C=1.[O-:45][CH2:46][CH3:47].[Na+].C([OH:51])C. No catalyst specified. The product is [OH:14][C:13]1[C:12]2[C:7](=[CH:8][CH:9]=[CH:10][CH:11]=2)[C:6]([NH:15][S:16]([C:19]2[S:20][CH:21]=[CH:22][CH:23]=2)(=[O:17])=[O:18])=[CH:5][C:4]=1[S:37]([CH2:47][C:46]([OH:51])=[O:45])(=[O:39])=[O:38]. The yield is 0.288. (2) The reactants are [CH3:1][C:2]1[CH:7]=[CH:6][C:5]([S:8]([O:11][CH2:12][C@H:13]2[CH:22]=[CH:21][C:20]3[C:15](=[C:16]([C:23]4[C:28]([Cl:29])=[CH:27][CH:26]=[CH:25][C:24]=4[Cl:30])[CH:17]=[CH:18][CH:19]=3)[O:14]2)(=[O:10])=[O:9])=[CH:4][CH:3]=1.[H][H]. The catalyst is C(OCC)(=O)C.C(O)C.[Pt](=O)=O. The product is [CH3:1][C:2]1[CH:7]=[CH:6][C:5]([S:8]([O:11][CH2:12][C@H:13]2[CH2:22][CH2:21][C:20]3[C:15](=[C:16]([C:23]4[C:24]([Cl:30])=[CH:25][CH:26]=[CH:27][C:28]=4[Cl:29])[CH:17]=[CH:18][CH:19]=3)[O:14]2)(=[O:10])=[O:9])=[CH:4][CH:3]=1. The yield is 0.640. (3) The reactants are P(Cl)(Cl)(Cl)(Cl)[Cl:2].[CH3:7][C:8]([CH3:16])([C:13](=O)[CH3:14])[C:9]([O:11][CH3:12])=[O:10]. The catalyst is C(Cl)Cl.CN(C=O)C. The yield is 0.230. The product is [Cl:2][C:13](=[CH2:14])[C:8]([CH3:16])([CH3:7])[C:9]([O:11][CH3:12])=[O:10].